Dataset: Catalyst prediction with 721,799 reactions and 888 catalyst types from USPTO. Task: Predict which catalyst facilitates the given reaction. (1) Reactant: [CH3:1][S:2](Cl)(=[O:4])=[O:3].Cl.[CH2:7]([O:9][C:10](=[O:20])[CH2:11][C:12]1[CH:17]=[CH:16][CH:15]=[C:14]([CH2:18][NH2:19])[CH:13]=1)[CH3:8].C(N(CC)CC)C.Cl. Product: [CH2:7]([O:9][C:10](=[O:20])[CH2:11][C:12]1[CH:17]=[CH:16][CH:15]=[C:14]([CH2:18][NH:19][S:2]([CH3:1])(=[O:4])=[O:3])[CH:13]=1)[CH3:8]. The catalyst class is: 2. (2) Reactant: [NH2:1][C:2]1[N:7]=[CH:6][C:5]([CH:8]=O)=[C:4]([CH3:10])[CH:3]=1.[CH3:11][C@H:12]1[CH2:17][NH:16][CH2:15][CH2:14][N:13]1[C:18]([O:20][C:21]([CH3:24])([CH3:23])[CH3:22])=[O:19].C(O[BH-](OC(=O)C)OC(=O)C)(=O)C.[Na+].C([O-])(O)=O.[Na+]. Product: [NH2:1][C:2]1[N:7]=[CH:6][C:5]([CH2:8][N:16]2[CH2:15][CH2:14][N:13]([C:18]([O:20][C:21]([CH3:24])([CH3:23])[CH3:22])=[O:19])[C@@H:12]([CH3:11])[CH2:17]2)=[C:4]([CH3:10])[CH:3]=1. The catalyst class is: 26.